Predict the reaction yield, written as a fraction of the theoretical maximum amount of product (1.0 means a 100% yield; for example, 0.34 means a 34% yield). From a dataset of Reaction yield outcomes from USPTO patents with 853,638 reactions. (1) The reactants are [CH3:1][N:2]1[C:6]2[C:7]3[CH:8]=[CH:9][CH:10]=[CH:11][C:12]=3[O:13][C:14]3([CH2:19][CH2:18][NH:17][CH2:16][CH2:15]3)[C:5]=2[CH:4]=[N:3]1.[CH:20]([C:22]1[CH:23]=[C:24]([CH:28]=[CH:29][C:30]=1[O:31][CH:32]([CH3:34])[CH3:33])[C:25](O)=[O:26])=[O:21].CCN=C=NCCCN(C)C.CCN(CC)CC. The catalyst is ClCCl. The product is [CH:32]([O:31][C:30]1[CH:29]=[CH:28][C:24]([C:25]([N:17]2[CH2:18][CH2:19][C:14]3([C:5]4[CH:4]=[N:3][N:2]([CH3:1])[C:6]=4[C:7]4[CH:8]=[CH:9][CH:10]=[CH:11][C:12]=4[O:13]3)[CH2:15][CH2:16]2)=[O:26])=[CH:23][C:22]=1[CH:20]=[O:21])([CH3:34])[CH3:33]. The yield is 0.340. (2) The reactants are [Br:1][C:2]1[C:3]([F:13])=[CH:4][C:5](F)=[C:6]([NH:8][C:9]([NH2:11])=[S:10])[CH:7]=1.[H-].[Na+]. The catalyst is CN1C(=O)CCC1. The product is [Br:1][C:2]1[C:3]([F:13])=[CH:4][C:5]2[S:10][C:9]([NH2:11])=[N:8][C:6]=2[CH:7]=1. The yield is 0.520. (3) The reactants are C(N(CC)CC)C.[CH3:8][NH:9][CH2:10][CH2:11][C:12]1[CH:17]=[CH:16][CH:15]=[CH:14][CH:13]=1.Cl[S:19]([C:22]1[CH:31]=[CH:30][C:29]2[NH:28][C:27](=[O:32])[C:26]3[NH:33][CH:34]=[C:35]([C:36]([OH:38])=[O:37])[C:25]=3[C:24]=2[CH:23]=1)(=[O:21])=[O:20].S(Cl)(Cl)=O. The catalyst is ClCCl.CN(C)C=O.C(O)C. The product is [CH3:8][N:9]([CH2:10][CH2:11][C:12]1[CH:17]=[CH:16][CH:15]=[CH:14][CH:13]=1)[S:19]([C:22]1[CH:31]=[CH:30][C:29]2[NH:28][C:27](=[O:32])[C:26]3[NH:33][CH:34]=[CH:35][C:25]=3[C:24]=2[CH:23]=1)(=[O:20])=[O:21].[CH2:35]([C:36]([O-:38])=[O:37])[CH3:34]. The yield is 0.400. (4) The reactants are C([O:4][C:5](=[O:30])[CH2:6][O:7][C:8]1[CH:13]=[CH:12][C:11]([NH:14][C:15](=[O:17])[CH3:16])=[CH:10][C:9]=1[C:18](=[O:29])[NH:19][CH2:20][C:21]1[CH:26]=[CH:25][C:24]([Br:27])=[CH:23][C:22]=1[F:28])C=C.N1CCCC1. The catalyst is O.O1CCOCC1.C(OCC)(=O)C. The product is [C:15]([NH:14][C:11]1[CH:12]=[CH:13][C:8]([O:7][CH2:6][C:5]([OH:30])=[O:4])=[C:9]([C:18](=[O:29])[NH:19][CH2:20][C:21]2[CH:26]=[CH:25][C:24]([Br:27])=[CH:23][C:22]=2[F:28])[CH:10]=1)(=[O:17])[CH3:16]. The yield is 0.520. (5) The reactants are [C:1]1([N:7]2[C:12](=[O:13])[C:11]3[S:14][CH:15]=[C:16]([C:17]4[CH:22]=[CH:21][CH:20]=[CH:19][CH:18]=4)[C:10]=3[N:9]=[CH:8]2)[CH:6]=[CH:5][CH:4]=CC=1.NC1C(C2C=CC=CC=2[F:35])=CSC=1C(OC)=O.C(OCC)(OCC)OCC.C1(N)CCC1. The catalyst is C(O)(=O)C. The product is [CH:1]1([N:7]2[C:12](=[O:13])[C:11]3[S:14][CH:15]=[C:16]([C:17]4[CH:18]=[CH:19][CH:20]=[CH:21][C:22]=4[F:35])[C:10]=3[N:9]=[CH:8]2)[CH2:6][CH2:5][CH2:4]1. The yield is 0.917. (6) The reactants are [C:1]1(=[O:15])[C:14]2[C:5](=[N:6][CH:7]=[C:8]3[C:13]=2[CH:12]=[CH:11][CH:10]=[CH:9]3)[CH:4]=[CH:3][CH2:2]1.[Br:16]Br.O. The catalyst is C(O)(=O)C. The product is [Br:16][CH:2]1[CH:3]=[CH:4][C:5]2[C:14](=[C:13]3[C:8](=[CH:7][N:6]=2)[CH:9]=[CH:10][CH:11]=[CH:12]3)[C:1]1=[O:15]. The yield is 0.908. (7) The reactants are [CH3:1][C:2]1[O:6][N:5]=[C:4]([C:7]2[CH:12]=[CH:11][CH:10]=[CH:9][CH:8]=2)[C:3]=1[C:13]([NH:15][NH2:16])=[O:14].[F:17][C:18]1[CH:26]=[CH:25][C:24]([F:27])=[CH:23][C:19]=1[C:20](O)=O. No catalyst specified. The product is [F:17][C:18]1[CH:26]=[CH:25][C:24]([F:27])=[CH:23][C:19]=1[C:20]1[O:14][C:13]([C:3]2[C:4]([C:7]3[CH:12]=[CH:11][CH:10]=[CH:9][CH:8]=3)=[N:5][O:6][C:2]=2[CH3:1])=[N:15][N:16]=1. The yield is 0.680.